This data is from Full USPTO retrosynthesis dataset with 1.9M reactions from patents (1976-2016). The task is: Predict the reactants needed to synthesize the given product. (1) Given the product [F:46][C:47]1[CH:48]=[C:49]([N:85]2[CH2:90][CH2:89][N:88]([CH2:91][C@@H:92]([OH:94])[CH3:93])[CH2:87][CH2:86]2)[CH:50]=[CH:51][C:52]=1[C:53]1[CH:54]=[C:55]2[C:61]([C:62]3[CH:63]=[N:64][N:65]([CH2:67][C:68]4[CH:73]=[CH:72][CH:71]=[C:70]([F:74])[CH:69]=4)[CH:66]=3)=[CH:60][NH:59][C:56]2=[N:57][CH:58]=1, predict the reactants needed to synthesize it. The reactants are: Cl.FC1C=C(C=CC=1)CN1C=C(C2C3C(=NC=C(C4C=CC(C5CCNCC5)=CC=4)C=3)N(S(C3C=CC(C)=CC=3)(=O)=O)C=2)C=N1.[F:46][C:47]1[CH:48]=[C:49]([N:85]2[CH2:90][CH2:89][N:88]([CH2:91][C@@H:92]([OH:94])[CH3:93])[CH2:87][CH2:86]2)[CH:50]=[CH:51][C:52]=1[C:53]1[CH:54]=[C:55]2[C:61]([C:62]3[CH:63]=[N:64][N:65]([CH2:67][C:68]4[CH:73]=[CH:72][CH:71]=[C:70]([F:74])[CH:69]=4)[CH:66]=3)=[CH:60][N:59](S(C3C=CC(C)=CC=3)(=O)=O)[C:56]2=[N:57][CH:58]=1.[OH-].[Li+]. (2) Given the product [ClH:17].[CH3:1][C:2]1([C:13]([O:15][CH3:16])=[O:14])[CH2:5][NH:4][CH2:3]1, predict the reactants needed to synthesize it. The reactants are: [CH3:1][C:2]1([C:13]([O:15][CH3:16])=[O:14])[CH2:5][N:4](C(OC(C)(C)C)=O)[CH2:3]1.[ClH:17]. (3) Given the product [O:26]=[C:12]1[C:13]([C:17]([NH:19][C:20]2[CH:21]=[CH:22][N:23]=[CH:24][CH:25]=2)=[O:18])=[CH:14][CH:15]=[CH:16][N:11]1[CH:6]1[C:7]2[C:3](=[C:2]([C:29]3[CH:28]=[N:27][CH:32]=[CH:31][CH:30]=3)[CH:10]=[CH:9][CH:8]=2)[CH2:4][CH2:5]1, predict the reactants needed to synthesize it. The reactants are: Br[C:2]1[CH:10]=[CH:9][CH:8]=[C:7]2[C:3]=1[CH2:4][CH2:5][CH:6]2[N:11]1[CH:16]=[CH:15][CH:14]=[C:13]([C:17]([NH:19][C:20]2[CH:25]=[CH:24][N:23]=[CH:22][CH:21]=2)=[O:18])[C:12]1=[O:26].[N:27]1[CH:32]=[CH:31][CH:30]=[C:29](B(O)O)[CH:28]=1.C(=O)([O-])[O-].[K+].[K+]. (4) Given the product [CH2:19]([O:13][C:12](=[O:14])[CH2:11][C:8]1[CH:9]=[CH:10][C:5]([S:4][CH:1]2[CH2:2][CH2:3]2)=[CH:6][CH:7]=1)[CH3:20], predict the reactants needed to synthesize it. The reactants are: [CH:1]1([S:4][C:5]2[CH:10]=[CH:9][C:8]([CH2:11][C:12]([OH:14])=[O:13])=[CH:7][CH:6]=2)[CH2:3][CH2:2]1.S(Cl)(Cl)=O.[CH2:19](O)[CH3:20].